From a dataset of NCI-60 drug combinations with 297,098 pairs across 59 cell lines. Regression. Given two drug SMILES strings and cell line genomic features, predict the synergy score measuring deviation from expected non-interaction effect. (1) Drug 1: C1CCC(CC1)NC(=O)N(CCCl)N=O. Synergy scores: CSS=68.5, Synergy_ZIP=3.70, Synergy_Bliss=4.45, Synergy_Loewe=-37.6, Synergy_HSA=4.16. Cell line: UACC-257. Drug 2: CC=C1C(=O)NC(C(=O)OC2CC(=O)NC(C(=O)NC(CSSCCC=C2)C(=O)N1)C(C)C)C(C)C. (2) Drug 1: C1=CC(=CC=C1C#N)C(C2=CC=C(C=C2)C#N)N3C=NC=N3. Drug 2: COCCOC1=C(C=C2C(=C1)C(=NC=N2)NC3=CC=CC(=C3)C#C)OCCOC.Cl. Cell line: MOLT-4. Synergy scores: CSS=-7.50, Synergy_ZIP=3.80, Synergy_Bliss=1.58, Synergy_Loewe=-4.05, Synergy_HSA=-4.10. (3) Drug 1: C1=CC(=CC=C1C#N)C(C2=CC=C(C=C2)C#N)N3C=NC=N3. Drug 2: CS(=O)(=O)OCCCCOS(=O)(=O)C. Cell line: OVCAR3. Synergy scores: CSS=-2.12, Synergy_ZIP=-0.0631, Synergy_Bliss=-3.89, Synergy_Loewe=-1.78, Synergy_HSA=-6.98. (4) Drug 1: CN(C)N=NC1=C(NC=N1)C(=O)N. Drug 2: CN(CC1=CN=C2C(=N1)C(=NC(=N2)N)N)C3=CC=C(C=C3)C(=O)NC(CCC(=O)O)C(=O)O. Cell line: HOP-92. Synergy scores: CSS=-1.46, Synergy_ZIP=-3.23, Synergy_Bliss=-6.92, Synergy_Loewe=-11.6, Synergy_HSA=-6.72. (5) Drug 1: C1=NC2=C(N=C(N=C2N1C3C(C(C(O3)CO)O)O)F)N. Drug 2: C1C(C(OC1N2C=NC3=C2NC=NCC3O)CO)O. Cell line: MCF7. Synergy scores: CSS=0.475, Synergy_ZIP=-2.61, Synergy_Bliss=-5.64, Synergy_Loewe=-3.13, Synergy_HSA=-4.01. (6) Drug 1: CC12CCC3C(C1CCC2=O)CC(=C)C4=CC(=O)C=CC34C. Drug 2: CCC(=C(C1=CC=CC=C1)C2=CC=C(C=C2)OCCN(C)C)C3=CC=CC=C3.C(C(=O)O)C(CC(=O)O)(C(=O)O)O. Cell line: PC-3. Synergy scores: CSS=39.7, Synergy_ZIP=3.78, Synergy_Bliss=-1.49, Synergy_Loewe=0.248, Synergy_HSA=0.247. (7) Drug 1: CN(CCCl)CCCl.Cl. Drug 2: CS(=O)(=O)OCCCCOS(=O)(=O)C. Cell line: SK-MEL-5. Synergy scores: CSS=19.0, Synergy_ZIP=-9.22, Synergy_Bliss=0.0738, Synergy_Loewe=-13.7, Synergy_HSA=-0.0913.